Dataset: Full USPTO retrosynthesis dataset with 1.9M reactions from patents (1976-2016). Task: Predict the reactants needed to synthesize the given product. (1) The reactants are: CS(O[CH:6]([CH:17]([CH3:19])[CH3:18])[C:7]1[CH:12]=[CH:11][C:10]([NH:13][C:14](=[O:16])[CH3:15])=[CH:9][CH:8]=1)(=O)=O.[NH:20]1[CH:24]=[N:23][CH:22]=[N:21]1.C([O-])([O-])=O.[K+].[K+]. Given the product [CH3:18][CH:17]([CH3:19])[CH:6]([C:7]1[CH:12]=[CH:11][C:10]([NH:13][C:14](=[O:16])[CH3:15])=[CH:9][CH:8]=1)[N:20]1[CH:24]=[N:23][CH:22]=[N:21]1, predict the reactants needed to synthesize it. (2) Given the product [CH:14]([OH:21])([OH:20])[CH2:15][CH2:16][CH2:17][CH2:18][CH3:19].[C:1]1(=[O:8])[O:7][CH2:6][CH2:5][CH2:4][CH2:3][CH2:2]1.[OH:7][CH2:6][CH2:5][CH2:4][CH2:3][CH2:2][C:1]([OH:20])=[O:8], predict the reactants needed to synthesize it. The reactants are: [CH2:1]([OH:8])[CH2:2][CH2:3][CH2:4][CH2:5][CH2:6][OH:7].[O-2].[Al+3].[O-2].[O-2].[Al+3].[C:14]1(=[O:21])[O:20][CH2:19][CH2:18][CH2:17][CH2:16][CH2:15]1. (3) Given the product [CH:17]([C:3]1[C:2]([CH2:46][CH2:45][CH:44]=[O:47])=[CH:6][N:5]([C:7]2[CH:12]=[CH:11][C:10]([C:13]([F:16])([F:15])[F:14])=[CH:9][N:8]=2)[N:4]=1)([CH3:19])[CH3:18], predict the reactants needed to synthesize it. The reactants are: I[C:2]1[C:3]([CH:17]([CH3:19])[CH3:18])=[N:4][N:5]([C:7]2[CH:12]=[CH:11][C:10]([C:13]([F:16])([F:15])[F:14])=[CH:9][N:8]=2)[CH:6]=1.C1(P(C2C=CC=CC=2)C2C=CC=CC=2)C=CC=CC=1.C(=O)([O-])O.[Na+].[CH2:44]([OH:47])[CH:45]=[CH2:46].